Predict the reaction yield, written as a fraction of the theoretical maximum amount of product (1.0 means a 100% yield; for example, 0.34 means a 34% yield). From a dataset of Reaction yield outcomes from USPTO patents with 853,638 reactions. (1) The reactants are [CH3:1][O:2][C:3]1[C:4]([CH:24]=[C:25]([CH3:27])[CH3:26])=[CH:5][C:6]2[C:12]3[N:13]([C:19]4[CH:23]=[CH:22][S:21][CH:20]=4)[N:14]=[C:15]([C:16](O)=[O:17])[C:11]=3[CH2:10][O:9][C:7]=2[CH:8]=1.C(Cl)Cl.C(N(CC)C(C)C)(C)C.[C:40]([NH:43][CH2:44][CH2:45][NH2:46])(=[O:42])[CH3:41].C(P1(=O)OP(CCC)(=O)OP(CCC)(=O)O1)CC. No catalyst specified. The product is [C:40]([NH:43][CH2:44][CH2:45][NH:46][C:16]([C:15]1[C:11]2[CH2:10][O:9][C:7]3[CH:8]=[C:3]([O:2][CH3:1])[C:4]([CH:24]=[C:25]([CH3:26])[CH3:27])=[CH:5][C:6]=3[C:12]=2[N:13]([C:19]2[CH:23]=[CH:22][S:21][CH:20]=2)[N:14]=1)=[O:17])(=[O:42])[CH3:41]. The yield is 0.730. (2) The reactants are [N:1]12[CH2:8][CH2:7][C:4]([C:9]([C:21]3[CH:30]=[CH:29][C:28]4[C:23](=[CH:24][CH:25]=[CH:26][CH:27]=4)[CH:22]=3)([C:11]3[CH:20]=[CH:19][C:18]4[C:13](=[CH:14][CH:15]=[CH:16][CH:17]=4)[CH:12]=3)[OH:10])([CH2:5][CH2:6]1)[CH2:3][CH2:2]2.[C:31]1([CH2:37][O:38][CH2:39][CH2:40][Br:41])[CH:36]=[CH:35][CH:34]=[CH:33][CH:32]=1. The catalyst is CC#N. The product is [Br-:41].[OH:10][C:9]([C:21]1[CH:30]=[CH:29][C:28]2[C:23](=[CH:24][CH:25]=[CH:26][CH:27]=2)[CH:22]=1)([C:11]1[CH:20]=[CH:19][C:18]2[C:13](=[CH:14][CH:15]=[CH:16][CH:17]=2)[CH:12]=1)[C:4]12[CH2:3][CH2:2][N+:1]([CH2:40][CH2:39][O:38][CH2:37][C:31]3[CH:36]=[CH:35][CH:34]=[CH:33][CH:32]=3)([CH2:6][CH2:5]1)[CH2:8][CH2:7]2. The yield is 0.250. (3) The reactants are [C:1]([C:3]1[CH:8]=[CH:7][CH:6]=[CH:5][C:4]=1[C:9]1[CH:14]=[CH:13][C:12]([CH2:15][CH:16]([C:22](=O)[CH2:23][CH2:24][CH3:25])[C:17](OCC)=[O:18])=[C:11]([F:27])[CH:10]=1)#[N:2].[CH3:28][C:29]1[NH:30][C:31]([NH:34][CH:35]2[CH2:40][CH2:39][O:38][CH2:37][CH2:36]2)=[N:32][N:33]=1. No catalyst specified. The product is [F:27][C:11]1[CH:10]=[C:9]([C:4]2[C:3]([C:1]#[N:2])=[CH:8][CH:7]=[CH:6][CH:5]=2)[CH:14]=[CH:13][C:12]=1[CH2:15][C:16]1[C:17](=[O:18])[N:34]([CH:35]2[CH2:40][CH2:39][O:38][CH2:37][CH2:36]2)[C:31]2[N:32]([N:33]=[C:29]([CH3:28])[N:30]=2)[C:22]=1[CH2:23][CH2:24][CH3:25]. The yield is 0.650. (4) The reactants are [CH3:1][O:2][C:3](=[O:10])[C:4]([CH3:9])([CH3:8])[CH:5]([OH:7])[CH3:6].[C:11]1([CH3:21])[CH:16]=[CH:15][C:14]([S:17](Cl)(=[O:19])=[O:18])=[CH:13][CH:12]=1.Cl. The catalyst is N1C=CC=CC=1.C(OCC)(=O)C. The product is [CH3:1][O:2][C:3](=[O:10])[C:4]([CH3:9])([CH3:8])[CH:5]([O:7][S:17]([C:14]1[CH:15]=[CH:16][C:11]([CH3:21])=[CH:12][CH:13]=1)(=[O:19])=[O:18])[CH3:6]. The yield is 0.760. (5) The catalyst is C(Cl)Cl. The product is [F:22][C:23]([F:36])([F:35])[S:24]([O:14][C:5]1[C:4]([C:1](=[O:3])[CH3:2])=[CH:11][C:10]([Cl:12])=[C:9]([CH3:13])[C:6]=1[C:7]#[N:8])(=[O:26])=[O:25]. The reactants are [C:1]([C:4]1[C:5]([OH:14])=[C:6]([C:9]([CH3:13])=[C:10]([Cl:12])[CH:11]=1)[C:7]#[N:8])(=[O:3])[CH3:2].C(N(CC)CC)C.[F:22][C:23]([F:36])([F:35])[S:24](O[S:24]([C:23]([F:36])([F:35])[F:22])(=[O:26])=[O:25])(=[O:26])=[O:25]. The yield is 0.420. (6) The product is [CH2:1]([C:5]1[N:6]=[C:7]([CH2:27][CH2:28][CH3:29])[N:8]([C:37]2[CH:36]=[CH:35][C:34]3[O:30][CH2:31][CH2:32][C:33]=3[CH:38]=2)[C:9](=[O:26])[C:10]=1[CH2:11][C:12]1[CH:17]=[CH:16][C:15]([C:18]2[C:19]([C:24]#[N:25])=[CH:20][CH:21]=[CH:22][CH:23]=2)=[CH:14][CH:13]=1)[CH2:2][CH2:3][CH3:4]. The yield is 0.790. The reactants are [CH2:1]([C:5]1[N:6]=[C:7]([CH2:27][CH2:28][CH3:29])[NH:8][C:9](=[O:26])[C:10]=1[CH2:11][C:12]1[CH:17]=[CH:16][C:15]([C:18]2[C:19]([C:24]#[N:25])=[CH:20][CH:21]=[CH:22][CH:23]=2)=[CH:14][CH:13]=1)[CH2:2][CH2:3][CH3:4].[O:30]1[C:34]2[CH:35]=[CH:36][C:37](B(O)O)=[CH:38][C:33]=2[CH2:32][CH2:31]1.N1C=CC=CC=1.C(N(CC)CC)C. The catalyst is C(OCC)(=O)C.C([O-])(=O)C.[Cu+2].C([O-])(=O)C.ClCCl. (7) The reactants are [OH:1][CH:2]([CH2:30][OH:31])[CH2:3][O:4][C:5]1[CH:6]=[C:7]2[C:12](=[CH:13][CH:14]=1)[CH:11]=[C:10]([C:15]#[C:16][CH2:17][CH2:18][NH:19]C(=O)OCC1C=CC=CC=1)[CH:9]=[CH:8]2. The catalyst is CO.[Pd]. The product is [NH2:19][CH2:18][CH2:17][CH2:16][CH2:15][C:10]1[CH:11]=[C:12]2[C:7](=[CH:8][CH:9]=1)[CH:6]=[C:5]([O:4][CH2:3][CH:2]([OH:1])[CH2:30][OH:31])[CH:14]=[CH:13]2. The yield is 0.780.